From a dataset of Experimentally validated miRNA-target interactions with 360,000+ pairs, plus equal number of negative samples. Binary Classification. Given a miRNA mature sequence and a target amino acid sequence, predict their likelihood of interaction. (1) The miRNA is rno-miR-101a-3p with sequence UACAGUACUGUGAUAACUGAA. The protein sequence of the target gene is MRARRGLLRLPRRSLLAALFFFSLSSSLLYFVYVAPGIVNTYLFMVQAQGILLRDNVRTIGAQVYEQVVRSAYAKRNSSLNDSDYPLDLNHSEAFPPTTTFLPEDFTYFANHPCPERLPSMKGPIDINMSEIAMDDIHELFSRDPAIKLGGHWKPADCVPRWKVAILIPFRNRHEHLPVLLRHLLPMLQRQRLQFAFYVIEQVGTQPFNRAMLFNVGFQEAMKDLDWDCLIFHDVDHIPESDRNYYGCGQMPRHFATKLDKYMYLLPYTEFFGGVSGLTVEQFRKINGFPNAFWGWGGED.... Result: 0 (no interaction). (2) The miRNA is gga-miR-16-5p with sequence UAGCAGCACGUAAAUAUUGGUG. The protein sequence of the target gene is MWPQDPSRKEVLRFAVSCRILTLMLQALFNAIIPDHHAEAFSPPRLAPSGFVDQLVEGLLGGLSHWDAEHFLFIAEHGYLYEHNFAFFPGFPLALLVGTELLRPLRGLLSLRSCLLISVASLNFLFFMLAAVALHDLGCLVLHCPHQSFYAALLFCLSPANVFLAAGYSEALFALLTFSAMGQLERGRVWTSVLLFAFATGVRSNGLVSVGFLMHSQCQGFFSSLTMLNPLRQLFKLMASLFLSVFTLGLPFALFQYYAYTQFCLPGSARPIPEPLVQLAVDKGYRIAEGNEPPWCFWDV.... Result: 0 (no interaction). (3) The miRNA is mmu-miR-1192 with sequence AAACAAACAAACAGACCAAAUU. The protein sequence of the target gene is MSKRRKLPARQPACLETFSPDVLNDVSELFAKSFSYRKPLDNEWQLPAPTESFSCGHLEFRALLDLKNSLNEVKNLLSDKKLDEWHRHTAFTNKAGKIISHVKKAVNAELCTQAWCKFQEILCSFPLIPQEAFQSGRLNSLHLCEAPGAFIASLNHYLKSHRFPCEWSWVANSLNPYHEANDNLRMITDDRLMANTLHCWYFGPDNTGDIMTLKYLTGLQDFLSGMSPIHLVTADGSFDCQGNPGEQEALVSSLHYCEAVTALITLGDGGSFVLKMFTLFEHCSVNLMYLLNCSFDQVHV.... Result: 1 (interaction). (4) The miRNA is hsa-miR-7154-5p with sequence UUCAUGAACUGGGUCUAGCUUGG. The protein sequence of the target gene is MSDSAGGRAGLRRYPKLPVWVVEDHQEVLPFIYRAIGSKHLPASNVSFLHFDSHPDLLIPVNMPADTVFDKETLFGELSIENWIMPAVYAGHFSHVIWFHPTWAQQIREGRHHFLVGKDTSTTTIRVTSTDHYFLSDGLYVPEDQLENQKPLQLDVIMVKPYKLCNNQEENDAVSSAKKPKLALEDSENTASTNCDSSSEGLEKDTATQRSDQTCLEPSCSCSSENQECQTAASTGEILEILKKGKAFVLDIDLDFFSVKNPFKEMFTQEEYKILQELYQFKKPGTNLTEEDLVDIVDTR.... Result: 1 (interaction).